Predict which catalyst facilitates the given reaction. From a dataset of Catalyst prediction with 721,799 reactions and 888 catalyst types from USPTO. (1) Reactant: Cl[CH2:2][CH2:3][N:4]1[CH2:9][CH2:8][CH:7]([NH:10][C:11](=[O:21])[CH2:12][C:13]2[CH:18]=[CH:17][C:16]([C:19]#[N:20])=[CH:15][CH:14]=2)[CH2:6][CH2:5]1.[C:22]1([NH:28][C:29]2[CH:34]=[CH:33][CH:32]=[CH:31][CH:30]=2)[CH:27]=[CH:26][CH:25]=[CH:24][CH:23]=1.[I-].[Na+].CCN(C(C)C)C(C)C. Product: [C:19]([C:16]1[CH:17]=[CH:18][C:13]([CH2:12][C:11]([NH:10][CH:7]2[CH2:8][CH2:9][N:4]([CH2:3][CH2:2][N:28]([C:29]3[CH:30]=[CH:31][CH:32]=[CH:33][CH:34]=3)[C:22]3[CH:27]=[CH:26][CH:25]=[CH:24][CH:23]=3)[CH2:5][CH2:6]2)=[O:21])=[CH:14][CH:15]=1)#[N:20]. The catalyst class is: 10. (2) Reactant: [Br:1][C:2]1[CH:3]=[C:4]2[C:8](=[CH:9][CH:10]=1)[N:7](S(C1C=CC=CC=1)(=O)=O)[C:6]([C:20]([O:22][CH2:23][CH3:24])=[O:21])=[C:5]2[S:25]([N:28]1[CH2:33][CH2:32][O:31][CH2:30][CH2:29]1)(=[O:27])=[O:26].[OH-].[Na+].C(OCC)(=O)C. Product: [Br:1][C:2]1[CH:3]=[C:4]2[C:8](=[CH:9][CH:10]=1)[NH:7][C:6]([C:20]([O:22][CH2:23][CH3:24])=[O:21])=[C:5]2[S:25]([N:28]1[CH2:33][CH2:32][O:31][CH2:30][CH2:29]1)(=[O:26])=[O:27]. The catalyst class is: 20.